The task is: Predict the product of the given reaction.. This data is from Forward reaction prediction with 1.9M reactions from USPTO patents (1976-2016). Given the reactants [CH3:1][C:2]1[N:6]2[C:7]3[CH:22]=[CH:21][CH:20]=[CH:19][C:8]=3[C:9]([C:13]3[CH:18]=[CH:17][CH:16]=[CH:15][CH:14]=3)=[N:10][CH:11]([NH2:12])[C:5]2=[N:4][N:3]=1.[Br:23][C:24]1[CH:25]=[C:26]([CH:30]=[CH:31][CH:32]=1)[C:27](Cl)=[O:28], predict the reaction product. The product is: [Br:23][C:24]1[CH:25]=[C:26]([CH:30]=[CH:31][CH:32]=1)[C:27]([NH:12][CH:11]1[N:10]=[C:9]([C:13]2[CH:18]=[CH:17][CH:16]=[CH:15][CH:14]=2)[C:8]2[CH:19]=[CH:20][CH:21]=[CH:22][C:7]=2[N:6]2[C:2]([CH3:1])=[N:3][N:4]=[C:5]12)=[O:28].